From a dataset of NCI-60 drug combinations with 297,098 pairs across 59 cell lines. Regression. Given two drug SMILES strings and cell line genomic features, predict the synergy score measuring deviation from expected non-interaction effect. (1) Drug 1: COC1=CC(=CC(=C1O)OC)C2C3C(COC3=O)C(C4=CC5=C(C=C24)OCO5)OC6C(C(C7C(O6)COC(O7)C8=CC=CS8)O)O. Drug 2: C1CCC(C(C1)N)N.C(=O)(C(=O)[O-])[O-].[Pt+4]. Cell line: HOP-92. Synergy scores: CSS=50.5, Synergy_ZIP=-0.595, Synergy_Bliss=0.310, Synergy_Loewe=2.20, Synergy_HSA=4.50. (2) Drug 1: CC1OCC2C(O1)C(C(C(O2)OC3C4COC(=O)C4C(C5=CC6=C(C=C35)OCO6)C7=CC(=C(C(=C7)OC)O)OC)O)O. Drug 2: CN(CCCl)CCCl.Cl. Cell line: OVCAR-8. Synergy scores: CSS=23.6, Synergy_ZIP=-3.42, Synergy_Bliss=-0.614, Synergy_Loewe=-12.4, Synergy_HSA=-1.22.